Dataset: Catalyst prediction with 721,799 reactions and 888 catalyst types from USPTO. Task: Predict which catalyst facilitates the given reaction. (1) Reactant: O[C:2]([CH:4]([C:6]1[CH:19]=[CH:18][CH:17]=[C:8]([C:9]([C:11]2[CH:16]=[CH:15][CH:14]=[CH:13][CH:12]=2)=[O:10])[CH:7]=1)[CH3:5])=[O:3].C1C=NC2N(O)N=NC=2C=1.C(Cl)CCl.C([O:36][C:37](=[O:47])[CH2:38][CH2:39][CH2:40][CH2:41][CH2:42][S:43](=[O:46])(=[O:45])[NH2:44])C. Product: [C:9]([C:8]1[CH:7]=[C:6]([CH:4]([CH3:5])[C:2]([NH:44][S:43]([CH2:42][CH2:41][CH2:40][CH2:39][CH2:38][C:37]([OH:47])=[O:36])(=[O:45])=[O:46])=[O:3])[CH:19]=[CH:18][CH:17]=1)(=[O:10])[C:11]1[CH:16]=[CH:15][CH:14]=[CH:13][CH:12]=1. The catalyst class is: 4. (2) Reactant: [F:1][C:2]1[CH:7]=[CH:6][C:5]([C:8](=O)[CH2:9][CH2:10][N:11]2[CH2:16][CH2:15][CH2:14][CH:13]([C:17]3[S:18][CH:19]=[CH:20][N:21]=3)[CH2:12]2)=[CH:4][CH:3]=1.Cl.[CH3:24][O:25][NH2:26]. Product: [CH3:24][O:25][N:26]=[C:8]([C:5]1[CH:6]=[CH:7][C:2]([F:1])=[CH:3][CH:4]=1)[CH2:9][CH2:10][N:11]1[CH2:16][CH2:15][CH2:14][CH:13]([C:17]2[S:18][CH:19]=[CH:20][N:21]=2)[CH2:12]1. The catalyst class is: 17. (3) Reactant: [CH:1]([C:3]1[CH:17]=[CH:16][C:6]([O:7][CH2:8][C:9]([O:11][C:12]([CH3:15])([CH3:14])[CH3:13])=[O:10])=[CH:5][CH:4]=1)=O.[F:18][C:19]1[CH:25]=[CH:24][C:22]([NH2:23])=[CH:21][CH:20]=1.C1(C)C=CC(S(O)(=O)=O)=CC=1. Product: [F:18][C:19]1[CH:25]=[CH:24][C:22](/[N:23]=[CH:1]/[C:3]2[CH:17]=[CH:16][C:6]([O:7][CH2:8][C:9]([O:11][C:12]([CH3:15])([CH3:14])[CH3:13])=[O:10])=[CH:5][CH:4]=2)=[CH:21][CH:20]=1. The catalyst class is: 11. (4) Reactant: [CH3:1][N:2]([CH3:19])[S:3]([C:6]1[CH:15]=[C:14]([N+:16]([O-:18])=[O:17])[C:9]2[N:10]=[C:11]([CH3:13])[NH:12][C:8]=2[CH:7]=1)(=[O:5])=[O:4].[C:20](=O)([O-])[O-].[K+].[K+].CI. Product: [CH3:19][N:2]([CH3:1])[S:3]([C:6]1[CH:15]=[C:14]([N+:16]([O-:18])=[O:17])[C:9]2[N:10]=[C:11]([CH3:13])[N:12]([CH3:20])[C:8]=2[CH:7]=1)(=[O:5])=[O:4]. The catalyst class is: 21. (5) Reactant: [C:1]1([P:7](=[O:10])([OH:9])[OH:8])[CH:6]=[CH:5][CH:4]=[CH:3][CH:2]=1.[S:11](=[O:15])(=[O:14])([OH:13])[OH:12]. Product: [S:11](=[O:13])(=[O:12])([OH:15])[OH:14].[S:11]([C:3]1[CH:2]=[C:1]([P:7](=[O:9])([OH:8])[OH:10])[CH:6]=[CH:5][CH:4]=1)([OH:14])(=[O:13])=[O:12]. The catalyst class is: 6. (6) Reactant: C[O:2][C:3]1[CH:8]=[CH:7][C:6]([C:9]([CH3:15])([CH3:14])[C:10]([O:12]C)=[O:11])=[CH:5][C:4]=1[N+:16]([O-:18])=[O:17].B(Br)(Br)Br. Product: [OH:2][C:3]1[CH:8]=[CH:7][C:6]([C:9]([CH3:15])([CH3:14])[C:10]([OH:12])=[O:11])=[CH:5][C:4]=1[N+:16]([O-:18])=[O:17]. The catalyst class is: 34.